From a dataset of Forward reaction prediction with 1.9M reactions from USPTO patents (1976-2016). Predict the product of the given reaction. (1) Given the reactants [OH:1][CH:2]1[CH2:7][CH2:6][CH2:5][CH:4]([C:8]([OH:10])=[O:9])[CH2:3]1.S(Cl)(Cl)=O.[CH3:15]O, predict the reaction product. The product is: [OH:1][CH:2]1[CH2:7][CH2:6][CH2:5][CH:4]([C:8]([O:10][CH3:15])=[O:9])[CH2:3]1. (2) Given the reactants [CH2:1]([N:8]1[C:16]2[C:11](=[CH:12][CH:13]=[CH:14][C:15]=2Br)[CH:10]=[CH:9]1)[C:2]1[CH:7]=[CH:6][CH:5]=[CH:4][CH:3]=1.[F:18][C:19]([F:31])([F:30])[O:20][C:21]1[CH:26]=[CH:25][C:24](B(O)O)=[CH:23][CH:22]=1.ClCCl.C(=O)([O-])[O-].[K+].[K+], predict the reaction product. The product is: [CH2:1]([N:8]1[C:16]2[C:11](=[CH:12][CH:13]=[CH:14][C:15]=2[C:24]2[CH:23]=[CH:22][C:21]([O:20][C:19]([F:18])([F:30])[F:31])=[CH:26][CH:25]=2)[CH:10]=[CH:9]1)[C:2]1[CH:7]=[CH:6][CH:5]=[CH:4][CH:3]=1. (3) Given the reactants [F:1][C:2]1[CH:7]=[CH:6][C:5]([C:8]2[CH:13]=[CH:12][C:11]([O:14][C:15]([CH3:20])([CH3:19])[C:16]([OH:18])=O)=[CH:10][CH:9]=2)=[CH:4][CH:3]=1.CN([P+](ON1N=NC2C=CC=CC1=2)(N(C)C)N(C)C)C.F[P-](F)(F)(F)(F)F.Cl.[NH:49]1[CH2:53][CH2:52][C:51]2([C:57]3[CH:58]=[CH:59][CH:60]=[CH:61][C:56]=3[CH2:55][O:54]2)[CH2:50]1.C(N(CC)C(C)C)(C)C, predict the reaction product. The product is: [F:1][C:2]1[CH:3]=[CH:4][C:5]([C:8]2[CH:9]=[CH:10][C:11]([O:14][C:15]([CH3:20])([CH3:19])[C:16]([N:49]3[CH2:53][CH2:52][C:51]4([C:57]5[CH:58]=[CH:59][CH:60]=[CH:61][C:56]=5[CH2:55][O:54]4)[CH2:50]3)=[O:18])=[CH:12][CH:13]=2)=[CH:6][CH:7]=1. (4) Given the reactants [CH3:1][C:2]1[CH:7]=[CH:6][C:5]([NH:8][C:9](=[O:20])[C:10]2[CH:15]=[CH:14][CH:13]=[C:12]([C:16]([F:19])([F:18])[F:17])[CH:11]=2)=[CH:4][C:3]=1[NH:21][C:22]([C:24]1[C:25]([NH2:32])=[N:26][C:27]([S:30][CH3:31])=[N:28][CH:29]=1)=[O:23].C(N(C(C)C)CC)(C)C.Cl[C:43](Cl)([O:45]C(=O)OC(Cl)(Cl)Cl)Cl, predict the reaction product. The product is: [CH3:1][C:2]1[CH:7]=[CH:6][C:5]([NH:8][C:9](=[O:20])[C:10]2[CH:15]=[CH:14][CH:13]=[C:12]([C:16]([F:18])([F:19])[F:17])[CH:11]=2)=[CH:4][C:3]=1[N:21]1[C:22](=[O:23])[C:24]2[C:25](=[N:26][C:27]([S:30][CH3:31])=[N:28][CH:29]=2)[NH:32][C:43]1=[O:45]. (5) Given the reactants C([N:5]1[C:10](=[O:11])[C:9]([Cl:12])=[C:8]([O:13][CH2:14][C:15]2[CH:20]=[CH:19][C:18]([CH2:21][O:22][CH2:23][CH2:24][OH:25])=[CH:17][CH:16]=2)[CH:7]=[N:6]1)(C)(C)C.[C:26]1([CH3:36])[CH:31]=[CH:30][C:29]([S:32](Cl)(=[O:34])=[O:33])=[CH:28][CH:27]=1.[CH2:37](N(CC)CC)C.CCC[CH2:47][CH2:48][CH3:49], predict the reaction product. The product is: [C:48]([CH:14]([O:13][C:8]1[CH:7]=[N:6][NH:5][C:10](=[O:11])[C:9]=1[Cl:12])[C:15]1[CH:16]=[CH:17][C:18]([CH2:21][O:22][CH2:23][CH2:24][O:25][S:32]([C:29]2[CH:30]=[CH:31][C:26]([CH3:36])=[CH:27][CH:28]=2)(=[O:34])=[O:33])=[CH:19][CH:20]=1)([CH3:47])([CH3:49])[CH3:37]. (6) Given the reactants [Cl:1][C:2]1[N:3]=[C:4]([N:11]2[CH2:16][CH2:15][O:14][CH:13]([CH2:17][NH2:18])[CH2:12]2)[C:5]2[S:10][CH:9]=[CH:8][C:6]=2[N:7]=1.CCN(CC)CC.[C:26](Cl)(=[O:33])[C:27]1[CH:32]=[CH:31][CH:30]=[CH:29][CH:28]=1, predict the reaction product. The product is: [Cl:1][C:2]1[N:3]=[C:4]([N:11]2[CH2:16][CH2:15][O:14][CH:13]([CH2:17][NH:18][C:26](=[O:33])[C:27]3[CH:32]=[CH:31][CH:30]=[CH:29][CH:28]=3)[CH2:12]2)[C:5]2[S:10][CH:9]=[CH:8][C:6]=2[N:7]=1. (7) Given the reactants [C:1]([O:5][C:6]([N:8]1[CH2:13][CH2:12][C:11]2[N:14]([CH3:33])[C:15]([C:17]3[C:22]([C:23]#[C:24][C:25]4[CH:30]=[CH:29][CH:28]=[C:27]([OH:31])[CH:26]=4)=[CH:21][N:20]=[C:19]([NH2:32])[N:18]=3)=[CH:16][C:10]=2[C:9]1=[O:34])=[O:7])([CH3:4])([CH3:3])[CH3:2].[H][H], predict the reaction product. The product is: [C:1]([O:5][C:6]([N:8]1[CH2:13][CH2:12][C:11]2[N:14]([CH3:33])[C:15]([C:17]3[C:22]([CH2:23][CH2:24][C:25]4[CH:30]=[CH:29][CH:28]=[C:27]([OH:31])[CH:26]=4)=[CH:21][N:20]=[C:19]([NH2:32])[N:18]=3)=[CH:16][C:10]=2[C:9]1=[O:34])=[O:7])([CH3:4])([CH3:3])[CH3:2]. (8) Given the reactants [NH2:1][C:2]1[N:7]=[C:6]([C:8]2[CH:13]=[CH:12][C:11]([CH2:14][CH2:15][CH2:16][C:17]3[N:21]([CH2:22][CH3:23])[C:20](=[O:24])[N:19]([CH2:25][C:26]4[CH:31]=[CH:30][C:29]([C:32]([CH3:35])([CH3:34])[CH3:33])=[CH:28][CH:27]=4)[N:18]=3)=[CH:10][CH:9]=2)[CH:5]=[CH:4][C:3]=1[O:36][CH3:37].[C:38]1([S:44](Cl)(=[O:46])=[O:45])[CH:43]=[CH:42][CH:41]=[CH:40][CH:39]=1, predict the reaction product. The product is: [C:32]([C:29]1[CH:30]=[CH:31][C:26]([CH2:25][N:19]2[C:20](=[O:24])[N:21]([CH2:22][CH3:23])[C:17]([CH2:16][CH2:15][CH2:14][C:11]3[CH:12]=[CH:13][C:8]([C:6]4[CH:5]=[CH:4][C:3]([O:36][CH3:37])=[C:2]([NH:1][S:44]([C:38]5[CH:43]=[CH:42][CH:41]=[CH:40][CH:39]=5)(=[O:46])=[O:45])[N:7]=4)=[CH:9][CH:10]=3)=[N:18]2)=[CH:27][CH:28]=1)([CH3:33])([CH3:35])[CH3:34].